Task: Predict the reaction yield, written as a fraction of the theoretical maximum amount of product (1.0 means a 100% yield; for example, 0.34 means a 34% yield).. Dataset: Reaction yield outcomes from USPTO patents with 853,638 reactions (1) The reactants are C([O:8][C:9]1[C:18]2[C:13](=[C:14]([CH3:21])[C:15]([O:19][CH3:20])=[CH:16][CH:17]=2)[N:12]=[C:11](Cl)[CH:10]=1)C1C=CC=CC=1.[CH:23]([C:26]1[CH:30]=[CH:29][NH:28][N:27]=1)([CH3:25])[CH3:24]. No catalyst specified. The product is [OH:8][C:9]1[C:18]2[C:13](=[C:14]([CH3:21])[C:15]([O:19][CH3:20])=[CH:16][CH:17]=2)[N:12]=[C:11]([N:28]2[CH:29]=[CH:30][C:26]([CH:23]([CH3:25])[CH3:24])=[N:27]2)[CH:10]=1. The yield is 0.950. (2) The reactants are [F:1][C:2]1([F:52])[CH2:7][CH2:6][CH:5]([C:8]2[C:17]3[C@@H:16]([OH:18])[CH2:15][C:14]([CH3:20])([CH3:19])[CH2:13][C:12]=3[N:11]=[C:10]([CH:21]3[CH2:26][CH2:25][N:24]([C:27]4[N:32]=[CH:31][C:30]([O:33][CH2:34][CH2:35][C:36]([OH:39])([CH3:38])[CH3:37])=[CH:29][N:28]=4)[CH2:23][CH2:22]3)[C:9]=2[C@@H:40]([F:51])[C:41]2[CH:46]=[CH:45][C:44]([C:47]([F:50])([F:49])[F:48])=[CH:43][CH:42]=2)[CH2:4][CH2:3]1.[ClH:53]. The catalyst is CC(C)=O. The product is [ClH:53].[F:52][C:2]1([F:1])[CH2:3][CH2:4][CH:5]([C:8]2[C:17]3[C@@H:16]([OH:18])[CH2:15][C:14]([CH3:19])([CH3:20])[CH2:13][C:12]=3[N:11]=[C:10]([CH:21]3[CH2:22][CH2:23][N:24]([C:27]4[N:32]=[CH:31][C:30]([O:33][CH2:34][CH2:35][C:36]([OH:39])([CH3:37])[CH3:38])=[CH:29][N:28]=4)[CH2:25][CH2:26]3)[C:9]=2[C@@H:40]([F:51])[C:41]2[CH:46]=[CH:45][C:44]([C:47]([F:48])([F:50])[F:49])=[CH:43][CH:42]=2)[CH2:6][CH2:7]1. The yield is 0.630. (3) The reactants are Br[C:2]1[CH:20]=[CH:19][C:5]([CH2:6][N:7]2[CH2:12][CH2:11][CH2:10][CH:9]([C:13]3[CH:18]=[CH:17][CH:16]=[CH:15][CH:14]=3)[CH2:8]2)=[CH:4][CH:3]=1.[F:21][C:22]([F:33])([F:32])[C:23]1[CH:28]=[CH:27][CH:26]=[CH:25][C:24]=1B(O)O.C(=O)([O-])[O-].[Na+].[Na+].C1(C)C=CC=CC=1. The catalyst is C1C=CC([P]([Pd]([P](C2C=CC=CC=2)(C2C=CC=CC=2)C2C=CC=CC=2)([P](C2C=CC=CC=2)(C2C=CC=CC=2)C2C=CC=CC=2)[P](C2C=CC=CC=2)(C2C=CC=CC=2)C2C=CC=CC=2)(C2C=CC=CC=2)C2C=CC=CC=2)=CC=1.C(O)C. The product is [C:13]1([CH:9]2[CH2:10][CH2:11][CH2:12][N:7]([CH2:6][C:5]3[CH:19]=[CH:20][C:2]([C:24]4[CH:25]=[CH:26][CH:27]=[CH:28][C:23]=4[C:22]([F:33])([F:32])[F:21])=[CH:3][CH:4]=3)[CH2:8]2)[CH:18]=[CH:17][CH:16]=[CH:15][CH:14]=1. The yield is 1.00. (4) The reactants are [CH3:1][C:2]([CH3:29])([CH3:28])[CH2:3][N:4]1[C:8]2[N:9]=[C:10]([C:13]#[N:14])[N:11]=[CH:12][C:7]=2[CH:6]=[C:5]1[CH2:15][N:16]1[NH:25][C:24](=[O:26])[C:23]2[C:18](=[CH:19][CH:20]=[CH:21][CH:22]=2)[C:17]1=[O:27].[C:30]([O-])([O-])=O.[K+].[K+]. The product is [CH3:1][C:2]([CH3:29])([CH3:28])[CH2:3][N:4]1[C:8]2[N:9]=[C:10]([C:13]#[N:14])[N:11]=[CH:12][C:7]=2[CH:6]=[C:5]1[CH2:15][N:16]1[N:25]([CH3:30])[C:24](=[O:26])[C:23]2[C:18](=[CH:19][CH:20]=[CH:21][CH:22]=2)[C:17]1=[O:27]. The catalyst is CN(C=O)C. The yield is 0.780. (5) The reactants are O[CH2:2][C@H:3]1[O:8][CH2:7][CH2:6][N:5]([C:9]([O:11][C:12]([CH3:15])([CH3:14])[CH3:13])=[O:10])[CH2:4]1.C(Br)(Br)(Br)[Br:17].C1(P(C2C=CC=CC=2)C2C=CC=CC=2)C=CC=CC=1. The catalyst is C(Cl)Cl. The product is [Br:17][CH2:2][C@H:3]1[O:8][CH2:7][CH2:6][N:5]([C:9]([O:11][C:12]([CH3:15])([CH3:14])[CH3:13])=[O:10])[CH2:4]1. The yield is 0.550. (6) The reactants are [CH:1]1[C:10]2[C:5](=[CH:6][CH:7]=[CH:8][CH:9]=2)[CH:4]=[CH:3][C:2]=1[CH2:11][C:12]1[O:13][C:14]([CH3:33])=[C:15]([CH3:32])[C:16]=1[C:17]([C:19]1[CH:24]=[C:23]([CH:25]([CH3:27])[CH3:26])[C:22]([OH:28])=[C:21]([CH:29]([CH3:31])[CH3:30])[CH:20]=1)=[O:18].Cl[S:35]([C:38]1[CH:46]=[CH:45][C:41]([C:42]([OH:44])=[O:43])=[C:40]([OH:47])[CH:39]=1)(=[O:37])=[O:36]. No catalyst specified. The product is [CH3:32][C:15]1[C:16]([C:17]([C:19]2[CH:20]=[C:21]([CH:29]([CH3:31])[CH3:30])[C:22]([O:28][S:35]([C:38]3[CH:46]=[CH:45][C:41]([C:42]([OH:44])=[O:43])=[C:40]([OH:47])[CH:39]=3)(=[O:37])=[O:36])=[C:23]([CH:25]([CH3:26])[CH3:27])[CH:24]=2)=[O:18])=[C:12]([CH2:11][C:2]2[CH:3]=[CH:4][C:5]3[C:10](=[CH:9][CH:8]=[CH:7][CH:6]=3)[CH:1]=2)[O:13][C:14]=1[CH3:33]. The yield is 0.550. (7) The reactants are [CH3:1][C:2]1[C:8]([CH3:9])=[C:7]([N+:10]([O-:12])=[O:11])[CH:6]=[CH:5][C:3]=1[NH2:4].[C:13](Cl)(Cl)=[S:14]. The catalyst is C1(C)C=CC=CC=1. The product is [CH3:1][C:2]1[C:8]([CH3:9])=[C:7]([N+:10]([O-:12])=[O:11])[CH:6]=[CH:5][C:3]=1[N:4]=[C:13]=[S:14]. The yield is 0.480. (8) The reactants are [CH:1]([O:4][C:5]1[CH:10]=[CH:9][C:8]([CH2:11][C:12]([OH:14])=[O:13])=[CH:7][CH:6]=1)([CH3:3])[CH3:2].[F:15][C:16]1[CH:23]=[CH:22][C:19]([CH:20]=O)=[CH:18][C:17]=1[O:24][CH3:25].CC(OC(C)=O)=O.CCN(CC)CC. The catalyst is O.CCOC(C)=O. The product is [F:15][C:16]1[CH:23]=[CH:22][C:19](/[CH:20]=[C:11](\[C:8]2[CH:9]=[CH:10][C:5]([O:4][CH:1]([CH3:3])[CH3:2])=[CH:6][CH:7]=2)/[C:12]([OH:14])=[O:13])=[CH:18][C:17]=1[O:24][CH3:25]. The yield is 0.650. (9) The reactants are [F:1][C:2]1[CH:7]=[CH:6][C:5]([NH:8][C:9]2[O:13][C:12]([C:14]3[NH:18][C:17]4[CH:19]=[CH:20][C:21]([C@H:23]5[CH2:28][CH2:27][C@H:26]([O:29][CH2:30][CH2:31][C:32]([O:34]C)=[O:33])[CH2:25][CH2:24]5)=[CH:22][C:16]=4[N:15]=3)=[N:11][N:10]=2)=[CH:4][CH:3]=1.[OH-].[Na+].Cl. The catalyst is CO. The product is [F:1][C:2]1[CH:3]=[CH:4][C:5]([NH:8][C:9]2[O:13][C:12]([C:14]3[NH:18][C:17]4[CH:19]=[CH:20][C:21]([C@H:23]5[CH2:24][CH2:25][C@H:26]([O:29][CH2:30][CH2:31][C:32]([OH:34])=[O:33])[CH2:27][CH2:28]5)=[CH:22][C:16]=4[N:15]=3)=[N:11][N:10]=2)=[CH:6][CH:7]=1. The yield is 0.230.